The task is: Predict the reactants needed to synthesize the given product.. This data is from Full USPTO retrosynthesis dataset with 1.9M reactions from patents (1976-2016). (1) Given the product [S:9]1[C:10]2[CH:16]=[CH:15][CH:14]=[CH:13][C:11]=2[N:12]=[C:8]1[C:5]1[CH:6]=[CH:7][C:2]([C:35]2[CH:36]=[C:37]([C:42]3[CH:47]=[CH:46][CH:45]=[CH:44][CH:43]=3)[C:38]3[C:33](=[C:32]4[C:41](=[CH:40][CH:39]=3)[C:28]([C:22]3[CH:23]=[CH:24][CH:25]=[CH:26][CH:27]=3)=[CH:29][CH:30]=[N:31]4)[N:34]=2)=[CH:3][CH:4]=1, predict the reactants needed to synthesize it. The reactants are: Br[C:2]1[CH:7]=[CH:6][C:5]([C:8]2[S:9][C:10]3[CH:16]=[CH:15][CH:14]=[CH:13][C:11]=3[N:12]=2)=[CH:4][CH:3]=1.C([Li])CCC.[C:22]1([C:28]2[C:41]3[C:32](=[C:33]4[C:38](=[CH:39][CH:40]=3)[C:37]([C:42]3[CH:47]=[CH:46][CH:45]=[CH:44][CH:43]=3)=[CH:36][CH:35]=[N:34]4)[N:31]=[CH:30][CH:29]=2)[CH:27]=[CH:26][CH:25]=[CH:24][CH:23]=1.O. (2) Given the product [CH:23]1([CH:22]=[C:21]([C:11]2[NH:10][C:14]3=[N:15][C:16]([O:19][CH3:20])=[CH:17][CH:18]=[C:13]3[CH:12]=2)[C:28]2[CH:29]=[CH:30][C:31]([S:34]([CH3:37])(=[O:36])=[O:35])=[CH:32][CH:33]=2)[CH2:27][CH2:26][CH2:25][CH2:24]1, predict the reactants needed to synthesize it. The reactants are: C1(S([N:10]2[C:14]3=[N:15][C:16]([O:19][CH3:20])=[CH:17][CH:18]=[C:13]3[CH:12]=[C:11]2[C:21]([C:28]2[CH:33]=[CH:32][C:31]([S:34]([CH3:37])(=[O:36])=[O:35])=[CH:30][CH:29]=2)=[CH:22][CH:23]2[CH2:27][CH2:26][CH2:25][CH2:24]2)(=O)=O)C=CC=CC=1.[F-].C([N+](CCCC)(CCCC)CCCC)CCC.O1CCCC1. (3) Given the product [Br:27][CH2:24][C:21]1[CH:22]=[CH:23][C:18]2[S:17][CH:16]=[C:15]([C:3]3[CH:4]=[CH:5][C:6]([O:8][CH:9]4[CH2:14][CH2:13][O:12][CH2:11][CH2:10]4)=[CH:7][C:2]=3[CH3:1])[C:19]=2[CH:20]=1, predict the reactants needed to synthesize it. The reactants are: [CH3:1][C:2]1[CH:7]=[C:6]([O:8][CH:9]2[CH2:14][CH2:13][O:12][CH2:11][CH2:10]2)[CH:5]=[CH:4][C:3]=1[C:15]1[C:19]2[CH:20]=[C:21]([CH2:24]O)[CH:22]=[CH:23][C:18]=2[S:17][CH:16]=1.P(Br)(Br)[Br:27]. (4) Given the product [O:1]=[S:2]1(=[O:19])[CH2:6][CH2:5][CH2:4][N:3]1[C@@H:7]([CH2:15][CH:16]([CH3:17])[CH3:18])[C:8]([OH:10])=[O:9], predict the reactants needed to synthesize it. The reactants are: [O:1]=[S:2]1(=[O:19])[CH2:6][CH2:5][CH2:4][N:3]1[C@@H:7]([CH2:15][CH:16]([CH3:18])[CH3:17])[C:8]([O:10]C(C)(C)C)=[O:9].Cl. (5) Given the product [CH:28]1([C:10]([N:8]2[CH2:7][CH:6]([CH2:5][C:4]([O:3][CH2:1][CH3:2])=[O:17])[CH2:9]2)=[O:12])[CH2:30][CH2:29]1, predict the reactants needed to synthesize it. The reactants are: [CH2:1]([O:3][C:4](=[O:17])[CH2:5][CH:6]1[CH2:9][N:8]([C:10]([O:12]C(C)(C)C)=O)[CH2:7]1)[CH3:2].O1CCOCC1.C(N(CC)[CH:28]([CH3:30])[CH3:29])(C)C.C1(C(Cl)=O)CC1. (6) The reactants are: [F:1][C:2]1[C:7]([F:8])=[CH:6][CH:5]=[CH:4][C:3]=1[NH:9][C:10](=[O:21])[CH2:11][NH:12][NH:13]C(OC(C)(C)C)=O.[CH3:22][S:23]([OH:26])(=[O:25])=[O:24]. Given the product [CH3:22][S:23]([O-:26])(=[O:25])=[O:24].[CH3:22][S:23]([O-:26])(=[O:25])=[O:24].[F:1][C:2]1[C:7]([F:8])=[CH:6][CH:5]=[CH:4][C:3]=1[NH:9][C:10](=[O:21])[CH2:11][NH2+:12][NH2:13].[F:1][C:2]1[C:7]([F:8])=[CH:6][CH:5]=[CH:4][C:3]=1[NH:9][C:10](=[O:21])[CH2:11][NH2+:12][NH2:13], predict the reactants needed to synthesize it. (7) Given the product [C:17]([C:16]1[C:15]2[CH:23]=[CH:24][CH:25]=[CH:26][C:14]=2[O:13][C:12]=1[C:8]1[CH:9]=[C:10]2[C:5](=[CH:6][CH:7]=1)[C:4]([C:36]1[CH:37]=[CH:38][C:33]([C:32]([F:43])([F:42])[F:31])=[CH:34][CH:35]=1)=[C:3]([O:27][CH2:28][C:29]#[N:30])[CH:2]=[CH:11]2)(=[O:22])[CH2:18][CH2:19][CH2:20][CH3:21], predict the reactants needed to synthesize it. The reactants are: Br[C:2]1[C:11]2[C:6](=[CH:7][C:8]([C:12]3[O:13][C:14]4[CH:26]=[CH:25][CH:24]=[CH:23][C:15]=4[C:16]=3[C:17](=[O:22])[CH2:18][CH2:19][CH2:20][CH3:21])=[CH:9][CH:10]=2)[CH:5]=[CH:4][C:3]=1[O:27][CH2:28][C:29]#[N:30].[F:31][C:32]([F:43])([F:42])[C:33]1[CH:38]=[CH:37][C:36](B(O)O)=[CH:35][CH:34]=1.ClCCl.C(=O)([O-])[O-].[K+].[K+]. (8) Given the product [C:1]([O:5][C:6]([NH:8][C@@H:9]1[CH2:12][NH:11][C@H:10]1[CH2:26][CH3:27])=[O:7])([CH3:4])([CH3:3])[CH3:2], predict the reactants needed to synthesize it. The reactants are: [C:1]([O:5][C:6]([NH:8][C@@H:9]1[CH2:12][N:11](C(C2C=CC=CC=2)C2C=CC=CC=2)[C@H:10]1[CH2:26][CH3:27])=[O:7])([CH3:4])([CH3:3])[CH3:2].[H][H]. (9) The reactants are: P(Cl)(Cl)(Cl)=O.[C:6]([C:9]1[CH:16]=[CH:15][C:12]([C:13]#[N:14])=[CH:11][CH:10]=1)(=O)[CH3:7].[ClH:17].NO.C([O-])(O)=O.[Na+].C[N:26]([CH:28]=O)C. Given the product [Cl:17]/[C:6](/[C:9]1[CH:16]=[CH:15][C:12]([C:13]#[N:14])=[CH:11][CH:10]=1)=[CH:7]/[C:28]#[N:26], predict the reactants needed to synthesize it. (10) The reactants are: [C:1]([C:5]1[N:10]2[C:11](=[O:14])[NH:12][N:13]=[C:9]2[C:8]2[CH:15]=[C:16]([C:28]3[CH:33]=[CH:32][C:31]([Cl:34])=[CH:30][CH:29]=3)[C:17]([C:19]3C=CC(C#N)=[CH:21][C:20]=3[Cl:27])=[N:18][C:7]=2[N:6]=1)([CH3:4])([CH3:3])[CH3:2].[CH3:35][Li].[CH2:37]1[CH2:41][O:40][CH2:39][CH2:38]1. Given the product [C:39]([C:38]1[CH:37]=[CH:41][C:19]([C:17]2[C:16]([C:28]3[CH:29]=[CH:30][C:31]([Cl:34])=[CH:32][CH:33]=3)=[CH:15][C:8]3[C:9]4[N:10]([C:11](=[O:14])[NH:12][N:13]=4)[C:5]([C:1]([CH3:2])([CH3:3])[CH3:4])=[N:6][C:7]=3[N:18]=2)=[C:20]([Cl:27])[CH:21]=1)(=[O:40])[CH3:35], predict the reactants needed to synthesize it.